From a dataset of hERG Central: cardiac toxicity at 1µM, 10µM, and general inhibition. Predict hERG channel inhibition at various concentrations. (1) The drug is CC(=O)c1sc(NC(=O)C2CC(=O)N(Cc3ccco3)C2)nc1-c1ccccc1. Results: hERG_inhib (hERG inhibition (general)): blocker. (2) The drug is CCN(CC)c1ccc(S(=O)(=O)N(CC)CC)cc1NC(=O)c1cccnc1. Results: hERG_inhib (hERG inhibition (general)): blocker. (3) The compound is Cc1ccc(C(=O)N/C(=C/c2ccco2)C(=O)NCCCn2ccnc2)cc1. Results: hERG_inhib (hERG inhibition (general)): blocker. (4) The molecule is NC(=O)CCCn1c(C(=O)c2ccc(Cl)cc2)c2ccc(C(F)(F)F)cc2[n+]1[O-]. Results: hERG_inhib (hERG inhibition (general)): blocker. (5) The molecule is COc1ccc(CN2CCC(C(=O)Nc3ccc(Oc4cccnc4)cc3)CC2)cc1. Results: hERG_inhib (hERG inhibition (general)): blocker. (6) The compound is CCOc1ccc(NC(=O)CN2CCN(CC(=O)Nc3ccc(OC)cc3OC)CC2)cc1. Results: hERG_inhib (hERG inhibition (general)): blocker.